From a dataset of Reaction yield outcomes from USPTO patents with 853,638 reactions. Predict the reaction yield, written as a fraction of the theoretical maximum amount of product (1.0 means a 100% yield; for example, 0.34 means a 34% yield). (1) The reactants are [F:1][C:2]1[CH:7]=[CH:6][CH:5]=[CH:4][C:3]=1[C:8]1[C:12]([C:13]2[CH:30]=[CH:29][C:16]3[N:17]=[C:18]([NH:20]C(=O)C4C=CC=CC=4)[S:19][C:15]=3[CH:14]=2)=[CH:11][N:10]([CH3:31])[N:9]=1.O.[OH-].[Na+]. The catalyst is OS(O)(=O)=O. The product is [F:1][C:2]1[CH:7]=[CH:6][CH:5]=[CH:4][C:3]=1[C:8]1[C:12]([C:13]2[CH:30]=[CH:29][C:16]3[N:17]=[C:18]([NH2:20])[S:19][C:15]=3[CH:14]=2)=[CH:11][N:10]([CH3:31])[N:9]=1. The yield is 0.550. (2) The reactants are [C:1]([C:3]1[C:12]2[C:7](=[CH:8][CH:9]=[CH:10][CH:11]=2)[C:6](F)=[CH:5][CH:4]=1)#[N:2].Cl.[NH2:15][C@H:16]1[CH2:21][CH2:20][C@H:19]([OH:22])[CH2:18][CH2:17]1.C(=O)([O-])[O-].[K+].[K+]. The catalyst is CS(C)=O.ClCCl. The product is [OH:22][C@H:19]1[CH2:20][CH2:21][C@H:16]([NH:15][C:6]2[C:7]3[C:12](=[CH:11][CH:10]=[CH:9][CH:8]=3)[C:3]([C:1]#[N:2])=[CH:4][CH:5]=2)[CH2:17][CH2:18]1. The yield is 0.920. (3) The reactants are Br[C:2]1[C:3]([O:17][C:18]2[CH:23]=[CH:22][C:21]([F:24])=[CH:20][C:19]=2[F:25])=[N:4][C:5]([O:8][C:9]2[CH:14]=[CH:13][C:12]([F:15])=[CH:11][C:10]=2[F:16])=[N:6][CH:7]=1.C([Mg]Cl)(C)C.[C:31](Cl)(=[O:36])[CH2:32][CH:33]([CH3:35])[CH3:34]. The catalyst is C1COCC1. The product is [F:16][C:10]1[CH:11]=[C:12]([F:15])[CH:13]=[CH:14][C:9]=1[O:8][C:5]1[N:4]=[C:3]([O:17][C:18]2[CH:23]=[CH:22][C:21]([F:24])=[CH:20][C:19]=2[F:25])[C:2]([C:31](=[O:36])[CH2:32][CH:33]([CH3:35])[CH3:34])=[CH:7][N:6]=1. The yield is 0.850. (4) The reactants are [Cl:1][C:2]1[CH:3]=[CH:4][C:5]2[C:11](=[O:12])[NH:10][C:9]3[CH:13]=[C:14]([CH2:17][C:18](OC)=[O:19])[CH:15]=[CH:16][C:8]=3[NH:7][C:6]=2[CH:22]=1.[H-].[H-].[H-].[H-].[Li+].[Al+3]. The catalyst is C1COCC1. The product is [Cl:1][C:2]1[CH2:3][CH2:4][C:5]2[C:11](=[O:12])[NH:10][C:9]3[CH:13]=[C:14]([CH2:17][CH2:18][OH:19])[CH:15]=[CH:16][C:8]=3[NH:7][C:6]=2[CH:22]=1. The yield is 0.900. (5) The reactants are [Cl:1][C:2]1[CH:7]=[C:6]([Cl:8])[CH:5]=[CH:4][C:3]=1B(O)O.[C:12](=[O:15])([O-])[O-].[Na+].[Na+].CO[CH2:20][CH2:21][O:22]C. The catalyst is C1C=CC(P(C2C=CC=CC=2)[C-]2C=CC=C2)=CC=1.C1C=CC(P(C2C=CC=CC=2)[C-]2C=CC=C2)=CC=1.Cl[Pd]Cl.[Fe+2]. The product is [Cl:1][C:2]1[CH:7]=[C:6]([Cl:8])[CH:5]=[CH:4][C:3]=1[C:2]1[CH:3]=[CH:4][C:21]([OH:22])=[C:20]([CH:12]=[O:15])[CH:7]=1. The yield is 0.820.